From a dataset of Full USPTO retrosynthesis dataset with 1.9M reactions from patents (1976-2016). Predict the reactants needed to synthesize the given product. Given the product [CH3:1][O:2][C:3]([C:5]1[CH:9]=[CH:8][N:7]([CH2:10][CH2:11][CH2:12][C@H:13]([NH2:21])[C:14]([OH:16])=[O:15])[N:6]=1)=[O:4], predict the reactants needed to synthesize it. The reactants are: [CH3:1][O:2][C:3]([C:5]1[CH:9]=[CH:8][N:7]([CH2:10][CH2:11][CH2:12][C@H:13]([NH:21]C(OC(C)(C)C)=O)[C:14]([O:16]CCCC)=[O:15])[N:6]=1)=[O:4].Cl.